Dataset: Full USPTO retrosynthesis dataset with 1.9M reactions from patents (1976-2016). Task: Predict the reactants needed to synthesize the given product. (1) Given the product [CH:22]([N:11]1[C:12]2[C:17](=[CH:16][CH:15]=[CH:14][C:13]=2[CH3:18])[C:9]([C:6]2[CH:5]=[CH:4][C:3]([O:2][CH3:1])=[CH:8][CH:7]=2)=[N:10]1)([CH3:24])[CH3:23], predict the reactants needed to synthesize it. The reactants are: [CH3:1][O:2][C:3]1[CH:8]=[CH:7][C:6]([C:9]2[C:17]3[C:12](=[C:13]([CH3:18])[CH:14]=[CH:15][CH:16]=3)[NH:11][N:10]=2)=[CH:5][CH:4]=1.[H-].[Na+].I[CH:22]([CH3:24])[CH3:23]. (2) Given the product [F:1][C:2]1[CH:7]=[C:6]([O:8][C:9]2[CH:14]=[CH:13][N:12]=[C:11]([C:15]3[CH:16]=[N:17][N:18]([CH3:20])[CH:19]=3)[CH:10]=2)[C:5]([F:21])=[CH:4][C:3]=1[NH:22][C:23]([C:25]1[C:26](=[O:39])[N:27]([C:32]2[CH:37]=[CH:36][C:35]([F:38])=[CH:34][CH:33]=2)[CH:28]=[CH:29][C:30]=1[NH:41][CH3:40])=[O:24], predict the reactants needed to synthesize it. The reactants are: [F:1][C:2]1[CH:7]=[C:6]([O:8][C:9]2[CH:14]=[CH:13][N:12]=[C:11]([C:15]3[CH:16]=[N:17][N:18]([CH3:20])[CH:19]=3)[CH:10]=2)[C:5]([F:21])=[CH:4][C:3]=1[NH:22][C:23]([C:25]1[C:26](=[O:39])[N:27]([C:32]2[CH:37]=[CH:36][C:35]([F:38])=[CH:34][CH:33]=2)[CH:28]=[CH:29][C:30]=1I)=[O:24].[CH3:40][NH2:41].